From a dataset of Peptide-MHC class II binding affinity with 134,281 pairs from IEDB. Regression. Given a peptide amino acid sequence and an MHC pseudo amino acid sequence, predict their binding affinity value. This is MHC class II binding data. (1) The peptide sequence is KMMGVPLQCSA. The MHC is HLA-DQA10401-DQB10402 with pseudo-sequence HLA-DQA10401-DQB10402. The binding affinity (normalized) is 0.255. (2) The peptide sequence is LISWGHYPLHLRYYR. The MHC is DRB5_0101 with pseudo-sequence DRB5_0101. The binding affinity (normalized) is 0.470. (3) The peptide sequence is GKIWPSHKGRPGNFLQSR. The MHC is DRB1_1501 with pseudo-sequence DRB1_1501. The binding affinity (normalized) is 0.669. (4) The peptide sequence is WLLCKLSCAVHLIIY. The MHC is H-2-IAb with pseudo-sequence H-2-IAb. The binding affinity (normalized) is 0. (5) The peptide sequence is ATERFRWLLIDLLRE. The MHC is DRB3_0101 with pseudo-sequence DRB3_0101. The binding affinity (normalized) is 0.427. (6) The peptide sequence is VNKYLKVVFIPNYNV. The MHC is HLA-DPA10201-DPB10101 with pseudo-sequence HLA-DPA10201-DPB10101. The binding affinity (normalized) is 0.280. (7) The peptide sequence is AFKVAATNANAAPAN. The MHC is DRB1_1001 with pseudo-sequence DRB1_1001. The binding affinity (normalized) is 0.821.